This data is from Peptide-MHC class I binding affinity with 185,985 pairs from IEDB/IMGT. The task is: Regression. Given a peptide amino acid sequence and an MHC pseudo amino acid sequence, predict their binding affinity value. This is MHC class I binding data. (1) The peptide sequence is KLIAVPHTK. The MHC is HLA-A03:01 with pseudo-sequence HLA-A03:01. The binding affinity (normalized) is 0.546. (2) The peptide sequence is SVIWMMWYW. The MHC is HLA-A68:02 with pseudo-sequence HLA-A68:02. The binding affinity (normalized) is 0.00205. (3) The peptide sequence is VIPMFSAL. The MHC is HLA-B07:02 with pseudo-sequence HLA-B07:02. The binding affinity (normalized) is 0.337. (4) The peptide sequence is SMEAEMIQL. The MHC is HLA-A02:01 with pseudo-sequence HLA-A02:01. The binding affinity (normalized) is 0.660.